From a dataset of Peptide-MHC class II binding affinity with 134,281 pairs from IEDB. Regression. Given a peptide amino acid sequence and an MHC pseudo amino acid sequence, predict their binding affinity value. This is MHC class II binding data. (1) The peptide sequence is EDTNIYNSNEAFKVE. The MHC is DRB5_0101 with pseudo-sequence DRB5_0101. The binding affinity (normalized) is 0.350. (2) The peptide sequence is TAAVELARALVRAVA. The MHC is HLA-DPA10103-DPB10401 with pseudo-sequence HLA-DPA10103-DPB10401. The binding affinity (normalized) is 0.188. (3) The peptide sequence is YKRQLMNILGAVYRY. The MHC is HLA-DQA10301-DQB10302 with pseudo-sequence HLA-DQA10301-DQB10302. The binding affinity (normalized) is 0.173. (4) The peptide sequence is DIVEVDRDTARRHLA. The MHC is HLA-DQA10201-DQB10301 with pseudo-sequence HLA-DQA10201-DQB10301. The binding affinity (normalized) is 0.258. (5) The peptide sequence is GLCVDIPGIPKDMTY. The MHC is DRB1_0101 with pseudo-sequence DRB1_0101. The binding affinity (normalized) is 0.631.